From a dataset of Forward reaction prediction with 1.9M reactions from USPTO patents (1976-2016). Predict the product of the given reaction. Given the reactants [CH3:1][C:2]1[CH:3]=[C:4]2[C:8](=[CH:9][C:10]=1[CH3:11])[C:7](=[O:12])[N:6]([C:13]1[CH:18]=[CH:17][C:16]([F:19])=[CH:15][CH:14]=1)[C:5]2=[O:20].[BH4-].[Na+].O, predict the reaction product. The product is: [CH3:11][C:10]1[CH:9]=[C:8]2[C:4](=[CH:3][C:2]=1[CH3:1])[C:5](=[O:20])[N:6]([C:13]1[CH:18]=[CH:17][C:16]([F:19])=[CH:15][CH:14]=1)[CH:7]2[OH:12].